Dataset: NCI-60 drug combinations with 297,098 pairs across 59 cell lines. Task: Regression. Given two drug SMILES strings and cell line genomic features, predict the synergy score measuring deviation from expected non-interaction effect. (1) Drug 1: C1=CC=C(C=C1)NC(=O)CCCCCCC(=O)NO. Drug 2: C1C(C(OC1N2C=NC3=C2NC=NCC3O)CO)O. Cell line: EKVX. Synergy scores: CSS=-0.0165, Synergy_ZIP=2.46, Synergy_Bliss=3.70, Synergy_Loewe=-2.39, Synergy_HSA=-0.898. (2) Drug 1: C(=O)(N)NO. Drug 2: CS(=O)(=O)OCCCCOS(=O)(=O)C. Cell line: EKVX. Synergy scores: CSS=3.64, Synergy_ZIP=-1.07, Synergy_Bliss=-0.394, Synergy_Loewe=0.827, Synergy_HSA=0.414. (3) Drug 1: C1C(C(OC1N2C=C(C(=O)NC2=O)F)CO)O. Drug 2: C1C(C(OC1N2C=NC3=C2NC=NCC3O)CO)O. Cell line: SR. Synergy scores: CSS=65.2, Synergy_ZIP=2.35, Synergy_Bliss=1.37, Synergy_Loewe=-43.3, Synergy_HSA=0.518. (4) Drug 1: C1C(C(OC1N2C=NC3=C(N=C(N=C32)Cl)N)CO)O. Drug 2: COCCOC1=C(C=C2C(=C1)C(=NC=N2)NC3=CC=CC(=C3)C#C)OCCOC.Cl. Cell line: BT-549. Synergy scores: CSS=43.0, Synergy_ZIP=4.31, Synergy_Bliss=3.48, Synergy_Loewe=-17.2, Synergy_HSA=4.36. (5) Drug 1: CCCCC(=O)OCC(=O)C1(CC(C2=C(C1)C(=C3C(=C2O)C(=O)C4=C(C3=O)C=CC=C4OC)O)OC5CC(C(C(O5)C)O)NC(=O)C(F)(F)F)O. Drug 2: C(CN)CNCCSP(=O)(O)O. Cell line: HL-60(TB). Synergy scores: CSS=59.0, Synergy_ZIP=-1.41, Synergy_Bliss=-0.506, Synergy_Loewe=-34.4, Synergy_HSA=0.798.